From a dataset of Catalyst prediction with 721,799 reactions and 888 catalyst types from USPTO. Predict which catalyst facilitates the given reaction. (1) Reactant: [C:1]([C:5]1[CH:10]=[CH:9][C:8]([N:11]2[C:15](=[O:16])[C:14]([CH3:18])([CH3:17])[N:13]([CH2:19][C:20]3[CH:25]=[CH:24][N:23]4[O:26][C:27](=S)[N:28]=[C:22]4[CH:21]=3)[C:12]2=[O:30])=[CH:7][CH:6]=1)([CH3:4])([CH3:3])[CH3:2].[NH2:31][C:32]1[CH:33]=[N:34][CH:35]=[CH:36][CH:37]=1. Product: [C:1]([C:5]1[CH:10]=[CH:9][C:8]([N:11]2[C:15](=[O:16])[C:14]([CH3:18])([CH3:17])[N:13]([CH2:19][C:20]3[CH:25]=[CH:24][N:23]=[C:22]([NH:28][C:27]([NH:31][C:32]4[CH:33]=[N:34][CH:35]=[CH:36][CH:37]=4)=[O:26])[CH:21]=3)[C:12]2=[O:30])=[CH:7][CH:6]=1)([CH3:4])([CH3:3])[CH3:2]. The catalyst class is: 12. (2) Reactant: Cl.[NH2:2][CH2:3][C:4]([C:6]1[CH:11]=[CH:10][CH:9]=[CH:8][CH:7]=1)=[O:5].[C:12]1([C:18]2[CH:19]=[C:20]([S:24](Cl)(=[O:26])=[O:25])[CH:21]=[CH:22][CH:23]=2)[CH:17]=[CH:16][CH:15]=[CH:14][CH:13]=1.CCN(CC)CC. Product: [O:5]=[C:4]([C:6]1[CH:11]=[CH:10][CH:9]=[CH:8][CH:7]=1)[CH2:3][NH:2][S:24]([C:20]1[CH:19]=[C:18]([C:12]2[CH:13]=[CH:14][CH:15]=[CH:16][CH:17]=2)[CH:23]=[CH:22][CH:21]=1)(=[O:26])=[O:25]. The catalyst class is: 3. (3) Reactant: [CH:1]1([CH:6]([OH:18])[CH2:7][CH2:8][N:9]([CH3:17])[C:10](=[O:16])[O:11][C:12]([CH3:15])([CH3:14])[CH3:13])[CH2:5][CH2:4][CH2:3][CH2:2]1.[Cl:19][C:20]1[C:27]([F:28])=[CH:26][C:23]([C:24]#[N:25])=[C:22](F)[CH:21]=1. The catalyst class is: 9. Product: [Cl:19][C:20]1[C:27]([F:28])=[CH:26][C:23]([C:24]#[N:25])=[C:22]([CH:21]=1)[O:18][CH:6]([CH:1]1[CH2:2][CH2:3][CH2:4][CH2:5]1)[CH2:7][CH2:8][N:9]([CH3:17])[C:10](=[O:16])[O:11][C:12]([CH3:13])([CH3:14])[CH3:15]. (4) Reactant: [C:1]([C:4]1[C:22](=[O:23])[C@@:8]2([CH3:24])[C:9]3[C:15]([OH:16])=[CH:14][C:13]([O:17][CH3:18])=[C:12]([C:19]([NH2:21])=[O:20])[C:10]=3[O:11][C:7]2=[CH:6][C:5]=1[OH:25])(=[O:3])[CH3:2].[OH:26][C:27]1[C:34]([CH3:35])=[C:33]([CH3:36])[C:30]([CH:31]=O)=[C:29]([CH3:37])[C:28]=1[CH3:38].C([SiH](CC)CC)C.FC(F)(F)C(O)=O. Product: [C:1]([C:4]1[C:22](=[O:23])[C@@:8]2([CH3:24])[C:9]3[C:15]([OH:16])=[CH:14][C:13]([O:17][CH3:18])=[C:12]([C:19]([NH:21][CH2:31][C:30]4[C:33]([CH3:36])=[C:34]([CH3:35])[C:27]([OH:26])=[C:28]([CH3:38])[C:29]=4[CH3:37])=[O:20])[C:10]=3[O:11][C:7]2=[CH:6][C:5]=1[OH:25])(=[O:3])[CH3:2]. The catalyst class is: 10. (5) Reactant: [F:1][CH:2]([F:33])[C:3]1[N:7]([C:8]2[N:13]=[C:12]([N:14]3[CH2:19][CH2:18]O[CH2:16][CH2:15]3)[N:11]=[C:10]([NH:20][C@H:21]3[CH2:26][CH2:25][C@H:24]([NH:27][CH3:28])[CH2:23][CH2:22]3)[N:9]=2)[C:6]2[CH:29]=[CH:30][CH:31]=[CH:32][C:5]=2[N:4]=1.C(O[C:38](=[O:40])[CH3:39])(=O)C.[OH2:41]. Product: [F:33][CH:2]([F:1])[C:3]1[N:7]([C:8]2[N:13]=[C:12]([N:14]3[CH2:15][CH2:16][O:41][CH2:18][CH2:19]3)[N:11]=[C:10]([NH:20][C@H:21]3[CH2:22][CH2:23][C@H:24]([N:27]([CH3:28])[C:38](=[O:40])[CH3:39])[CH2:25][CH2:26]3)[N:9]=2)[C:6]2[CH:29]=[CH:30][CH:31]=[CH:32][C:5]=2[N:4]=1. The catalyst class is: 17. (6) Reactant: [C:1](=[O:15])([O:8][CH:9]([O:11][N+:12]([O-:14])=[O:13])[CH3:10])[O:2][CH2:3]/[CH:4]=[CH:5]\[CH2:6][OH:7].N1C=CC=CC=1.Cl.[C:23](Cl)(=[O:30])[C:24]1[CH:29]=[CH:28][CH:27]=[N:26][CH:25]=1. Product: [C:23]([O:7][CH2:6]/[CH:5]=[CH:4]\[CH2:3][O:2][C:1]([O:8][CH:9]([O:11][N+:12]([O-:14])=[O:13])[CH3:10])=[O:15])(=[O:30])[C:24]1[CH:29]=[CH:28][CH:27]=[N:26][CH:25]=1. The catalyst class is: 2.